Dataset: P-glycoprotein inhibition data for predicting drug efflux from Broccatelli et al.. Task: Regression/Classification. Given a drug SMILES string, predict its absorption, distribution, metabolism, or excretion properties. Task type varies by dataset: regression for continuous measurements (e.g., permeability, clearance, half-life) or binary classification for categorical outcomes (e.g., BBB penetration, CYP inhibition). Dataset: pgp_broccatelli. (1) The drug is COc1cc2c(cc1OC)CN(CCc1ccc(NC(=O)c3ccccc3NC(=O)c3ccc4ccccc4n3)cc1)CC2. The result is 1 (inhibitor). (2) The molecule is O=c1c2ccccc2n(CCCCN(CCO)CCO)c2ccccc12. The result is 1 (inhibitor). (3) The drug is COC(=O)C1=C(C)NC(C)=C(C(=O)OCCN2CCN(C(c3ccccc3)c3ccccc3)CC2)[C@H]1c1cccc([N+](=O)[O-])c1. The result is 1 (inhibitor). (4) The drug is CC(C)NC[C@H](O)c1cc(O)cc(O)c1. The result is 0 (non-inhibitor). (5) The molecule is Nc1ccc(C(=O)Nc2ccc(CCN3CCc4ccccc4C3)cc2)cc1. The result is 1 (inhibitor). (6) The drug is COc1cccc2c(=O)c3ccccc3n(CCCCN3CCOCC3)c12. The result is 1 (inhibitor). (7) The drug is CC(C)NC[C@@H](O)COc1ccc(CC(N)=O)cc1. The result is 0 (non-inhibitor). (8) The result is 1 (inhibitor). The compound is CC(=O)[C@@H]1CC[C@@H]2[C@H]3[C@H](CC[C@]12C)[C@@]1(C)CCC(=O)C=C1C[C@H]3Sc1ccc(NC(=O)NCCCl)cc1.